Dataset: Reaction yield outcomes from USPTO patents with 853,638 reactions. Task: Predict the reaction yield, written as a fraction of the theoretical maximum amount of product (1.0 means a 100% yield; for example, 0.34 means a 34% yield). The reactants are [S:1]1[CH:5]=[CH:4][CH:3]=[C:2]1[C:6]1[CH:7]=[C:8]([C:16]2[N:17]=[C:18]([CH2:21][CH2:22][C:23]([O:25]C)=[O:24])[O:19][CH:20]=2)[CH:9]=[C:10]([C:12]([F:15])([F:14])[F:13])[CH:11]=1.ClC1C=C(C2N=C(CCC(O)=O)OC=2)C=C(C(F)(F)F)C=1. No catalyst specified. The product is [S:1]1[CH:5]=[CH:4][CH:3]=[C:2]1[C:6]1[CH:7]=[C:8]([C:16]2[N:17]=[C:18]([CH2:21][CH2:22][C:23]([OH:25])=[O:24])[O:19][CH:20]=2)[CH:9]=[C:10]([C:12]([F:13])([F:14])[F:15])[CH:11]=1. The yield is 0.710.